From a dataset of Forward reaction prediction with 1.9M reactions from USPTO patents (1976-2016). Predict the product of the given reaction. (1) Given the reactants [F:1][C:2]([F:23])([F:22])[C:3]1[CH:17]=[C:16]([C:18]([F:21])([F:20])[F:19])[CH:15]=[CH:14][C:4]=1[CH2:5][N:6]1[CH2:11]CC(C=O)C[CH2:7]1.[NH:24]=[C:25]1[CH2:29][N:28]([CH3:30])[C:27](=[O:31])[N:26]1C(C1C=CC=CC=1)=O.[CH3:40][C:41]([CH3:44])([O-])[CH3:42].[K+].[Cl-].[NH4+], predict the reaction product. The product is: [NH2:24][C:25]1=[N:26][C:27](=[O:31])[N:28]([CH3:30])/[C:29]/1=[CH:40]\[CH:41]1[CH2:44][CH2:11][N:6]([CH2:5][C:4]2[CH:14]=[CH:15][C:16]([C:18]([F:20])([F:19])[F:21])=[CH:17][C:3]=2[C:2]([F:23])([F:22])[F:1])[CH2:7][CH2:42]1. (2) Given the reactants Cl.Cl.[CH3:3][C@H:4]1[C:12]2[C:11]([N:13]3[CH2:18][CH2:17][NH:16][CH2:15][CH2:14]3)=[N:10][CH:9]=[N:8][C:7]=2[C@H:6]([OH:19])[CH2:5]1.[C:20]([O:24][C:25]([N:27]([CH:40]([CH3:42])[CH3:41])[CH2:28][C@H:29]([C:33]1[CH:38]=[CH:37][C:36]([Cl:39])=[CH:35][CH:34]=1)[C:30](O)=[O:31])=[O:26])([CH3:23])([CH3:22])[CH3:21].CCN(C(C)C)C(C)C.CN(C(ON1N=NC2C=CC=CC1=2)=[N+](C)C)C.F[P-](F)(F)(F)(F)F, predict the reaction product. The product is: [Cl:39][C:36]1[CH:37]=[CH:38][C:33]([C@H:29]([C:30]([N:16]2[CH2:15][CH2:14][N:13]([C:11]3[C:12]4[C@H:4]([CH3:3])[CH2:5][C@@H:6]([OH:19])[C:7]=4[N:8]=[CH:9][N:10]=3)[CH2:18][CH2:17]2)=[O:31])[CH2:28][N:27]([CH:40]([CH3:41])[CH3:42])[C:25](=[O:26])[O:24][C:20]([CH3:22])([CH3:21])[CH3:23])=[CH:34][CH:35]=1.